This data is from Reaction yield outcomes from USPTO patents with 853,638 reactions. The task is: Predict the reaction yield, written as a fraction of the theoretical maximum amount of product (1.0 means a 100% yield; for example, 0.34 means a 34% yield). The reactants are [CH3:1][N:2]1[C:6]([C:7]2[CH:8]=[C:9]([C:13]([OH:15])=O)[O:10][C:11]=2[CH3:12])=[C:5]([CH3:16])[CH:4]=[N:3]1.[NH2:17][C@@H:18]([CH2:31][C:32]1[CH:37]=[CH:36][CH:35]=[CH:34][C:33]=1[C:38]([F:41])([F:40])[F:39])[CH2:19][N:20]1[C:28](=[O:29])[C:27]2[C:22](=[CH:23][CH:24]=[CH:25][CH:26]=2)[C:21]1=[O:30].C(N(CC)C(C)C)(C)C.F[P-](F)(F)(F)(F)F.Br[P+](N1CCCC1)(N1CCCC1)N1CCCC1. The catalyst is ClCCl. The product is [CH3:1][N:2]1[C:6]([C:7]2[CH:8]=[C:9]([C:13]([NH:17][C@@H:18]([CH2:31][C:32]3[CH:37]=[CH:36][CH:35]=[CH:34][C:33]=3[C:38]([F:41])([F:39])[F:40])[CH2:19][N:20]3[C:28](=[O:29])[C:27]4[C:22](=[CH:23][CH:24]=[CH:25][CH:26]=4)[C:21]3=[O:30])=[O:15])[O:10][C:11]=2[CH3:12])=[C:5]([CH3:16])[CH:4]=[N:3]1. The yield is 0.850.